From a dataset of CYP2D6 inhibition data for predicting drug metabolism from PubChem BioAssay. Regression/Classification. Given a drug SMILES string, predict its absorption, distribution, metabolism, or excretion properties. Task type varies by dataset: regression for continuous measurements (e.g., permeability, clearance, half-life) or binary classification for categorical outcomes (e.g., BBB penetration, CYP inhibition). Dataset: cyp2d6_veith. The drug is CCc1nnc(NC(=O)CSc2nc3cc4c(cc3cc2C)OCCO4)s1. The result is 0 (non-inhibitor).